This data is from Full USPTO retrosynthesis dataset with 1.9M reactions from patents (1976-2016). The task is: Predict the reactants needed to synthesize the given product. (1) Given the product [CH3:17][NH:18][C:11]([C:4]1[C:5]2[C:10](=[CH:9][CH:8]=[CH:7][CH:6]=2)[N:2]([CH3:1])[N:3]=1)=[O:13], predict the reactants needed to synthesize it. The reactants are: [CH3:1][N:2]1[C:10]2[C:5](=[CH:6][CH:7]=[CH:8][CH:9]=2)[C:4]([C:11]([OH:13])=O)=[N:3]1.[Cl-].CO[C:17]1N=C(OC)N=C([N+]2(C)CCOCC2)[N:18]=1.CN. (2) Given the product [N:28]1[CH:27]=[C:26]([C:19]2[CH:18]=[C:17]([O:5][CH2:4][C:3]3[CH:6]=[CH:7][CH:8]=[CH:9][C:2]=3[C:33]#[N:34])[N:22]=[C:21]3[CH2:23][CH2:24][CH2:25][C:20]=23)[CH:31]=[N:30][CH:29]=1, predict the reactants needed to synthesize it. The reactants are: Br[C:2]1[CH:9]=[CH:8][CH:7]=[CH:6][C:3]=1[CH2:4][OH:5].O(C(C)(C)C)[K].Cl[C:17]1[N:22]=[C:21]2[CH2:23][CH2:24][CH2:25][C:20]2=[C:19]([C:26]2[CH:27]=[N:28][CH:29]=[N:30][CH:31]=2)[CH:18]=1.O.[CH3:33][N:34](C=O)C. (3) The reactants are: [Cl:1][C:2]1[CH:7]=[C:6]([N:8]=[C:9]=[O:10])[CH:5]=[C:4]([Cl:11])[N:3]=1.[NH2:12][CH2:13][CH2:14][CH2:15][NH:16][C:17]1[CH:22]=[C:21]([C:23]2[CH:28]=[CH:27][CH:26]=[C:25]([CH3:29])[C:24]=2[CH3:30])[N:20]=[C:19]([NH2:31])[N:18]=1. Given the product [NH2:31][C:19]1[N:18]=[C:17]([NH:16][CH2:15][CH2:14][CH2:13][NH:12][C:9](=[O:10])[NH:8][C:6]2[CH:5]=[C:4]([Cl:11])[N:3]=[C:2]([Cl:1])[CH:7]=2)[CH:22]=[C:21]([C:23]2[CH:28]=[CH:27][CH:26]=[C:25]([CH3:29])[C:24]=2[CH3:30])[N:20]=1, predict the reactants needed to synthesize it. (4) Given the product [F:16][C:17]1[C:18]([CH3:40])=[C:19]([C:32]2[CH:37]=[CH:36][CH:35]=[C:34]([CH2:38][O:1][C:2]3[CH:15]=[CH:14][C:5]4[C@H:6]([CH2:9][C:10]([O:12][CH3:13])=[O:11])[CH2:7][O:8][C:4]=4[CH:3]=3)[CH:33]=2)[C:20]([CH3:31])=[CH:21][C:22]=1[O:23][CH2:24][CH2:25][CH2:26][S:27]([CH3:30])(=[O:29])=[O:28], predict the reactants needed to synthesize it. The reactants are: [OH:1][C:2]1[CH:15]=[CH:14][C:5]2[C@H:6]([CH2:9][C:10]([O:12][CH3:13])=[O:11])[CH2:7][O:8][C:4]=2[CH:3]=1.[F:16][C:17]1[C:18]([CH3:40])=[C:19]([C:32]2[CH:37]=[CH:36][CH:35]=[C:34]([CH2:38]O)[CH:33]=2)[C:20]([CH3:31])=[CH:21][C:22]=1[O:23][CH2:24][CH2:25][CH2:26][S:27]([CH3:30])(=[O:29])=[O:28].C(P(CCCC)CCCC)CCC.N(C(N1CCCCC1)=O)=NC(N1CCCCC1)=O. (5) Given the product [CH3:27][C:28]1[CH:33]=[CH:32][C:31]([S:34]([NH:19][C:15]2[CH:16]=[CH:17][CH:18]=[C:13]([CH:4]3[CH2:3][C:2]([CH3:20])([CH3:1])[C:11]4[C:6](=[CH:7][CH:8]=[C:9]([CH3:12])[CH:10]=4)[NH:5]3)[CH:14]=2)(=[O:36])=[O:35])=[CH:30][CH:29]=1, predict the reactants needed to synthesize it. The reactants are: [CH3:1][C:2]1([CH3:20])[C:11]2[C:6](=[CH:7][CH:8]=[C:9]([CH3:12])[CH:10]=2)[NH:5][CH:4]([C:13]2[CH:14]=[C:15]([NH2:19])[CH:16]=[CH:17][CH:18]=2)[CH2:3]1.N1C=CC=CC=1.[CH3:27][C:28]1[CH:33]=[CH:32][C:31]([S:34](Cl)(=[O:36])=[O:35])=[CH:30][CH:29]=1. (6) Given the product [C:10]([O:14][C:15]([NH:16][N:17]=[CH:6][C:5]1[CH:8]=[CH:9][C:2]([OH:1])=[CH:3][CH:4]=1)=[O:18])([CH3:13])([CH3:12])[CH3:11], predict the reactants needed to synthesize it. The reactants are: [OH:1][C:2]1[CH:9]=[CH:8][C:5]([CH:6]=O)=[CH:4][CH:3]=1.[C:10]([O:14][C:15](=[O:18])[NH:16][NH2:17])([CH3:13])([CH3:12])[CH3:11].